Dataset: Full USPTO retrosynthesis dataset with 1.9M reactions from patents (1976-2016). Task: Predict the reactants needed to synthesize the given product. (1) The reactants are: C([O:3][C:4]([C:6]1([NH:15][C:16]([C:18]2[S:22][C:21]3[CH:23]=[CH:24][CH:25]=[CH:26][C:20]=3[CH:19]=2)=[O:17])[CH2:14][C:13]2[C:8](=[CH:9][CH:10]=[CH:11][CH:12]=2)[CH2:7]1)=[O:5])C.O1CCOCC1.CO.[Li+].[OH-]. Given the product [S:22]1[C:18]([C:16]([NH:15][C:6]2([C:4]([OH:5])=[O:3])[CH2:14][C:13]3[C:8](=[CH:9][CH:10]=[CH:11][CH:12]=3)[CH2:7]2)=[O:17])=[CH:19][C:20]2[CH:26]=[CH:25][CH:24]=[CH:23][C:21]1=2, predict the reactants needed to synthesize it. (2) Given the product [C:20]1(=[O:31])[N:21]([CH2:22][CH2:23][O:24][CH2:25][CH2:26][O:27][CH2:28][C:29]#[C:30][C:2]2[C:3]([NH2:16])=[N:4][C:5](=[O:15])[N:6]([CH:14]=2)[C@@H:7]2[O:13][C@H:10]([CH2:11][OH:12])[CH2:9][CH2:8]2)[C:17](=[O:36])[C:18]2=[CH:35][CH:34]=[CH:33][CH:32]=[C:19]12, predict the reactants needed to synthesize it. The reactants are: I[C:2]1[C:3]([NH2:16])=[N:4][C:5](=[O:15])[N:6]([CH:14]=1)[C@@H:7]1[O:13][C@H:10]([CH2:11][OH:12])[CH2:9][CH2:8]1.[C:17]1(=[O:36])[N:21]([CH2:22][CH2:23][O:24][CH2:25][CH2:26][O:27][CH2:28][C:29]#[CH:30])[C:20](=[O:31])[C:19]2=[CH:32][CH:33]=[CH:34][CH:35]=[C:18]12.C(N(CC)CC)C. (3) Given the product [CH:6]1([NH:9][C:10](=[O:40])/[C:11](/[C:33]2[CH:38]=[CH:37][C:36]([F:39])=[CH:35][CH:34]=2)=[CH:12]/[C:13]2[CH:14]=[CH:15][C:16]([CH:19]=[CH:20][C:21]([NH:23][CH2:24][CH2:25][CH2:26][CH2:27][CH2:28][C:29]([NH:2][OH:3])=[O:30])=[O:22])=[CH:17][CH:18]=2)[CH2:8][CH2:7]1, predict the reactants needed to synthesize it. The reactants are: Cl.[NH2:2][OH:3].[OH-].[K+].[CH:6]1([NH:9][C:10](=[O:40])[C:11]([C:33]2[CH:38]=[CH:37][C:36]([F:39])=[CH:35][CH:34]=2)=[CH:12][C:13]2[CH:18]=[CH:17][C:16](/[CH:19]=[CH:20]/[C:21]([NH:23][CH2:24][CH2:25][CH2:26][CH:27]=[CH:28][C:29](OC)=[O:30])=[O:22])=[CH:15][CH:14]=2)[CH2:8][CH2:7]1. (4) Given the product [F:1][C:2]1[CH:7]=[CH:6][CH:5]=[CH:4][C:3]=1[C:8]1[N:9]=[C:10]([CH3:14])[N:11]([NH:13][CH:19]=[NH:20])[CH:12]=1, predict the reactants needed to synthesize it. The reactants are: [F:1][C:2]1[CH:7]=[CH:6][CH:5]=[CH:4][C:3]=1[C:8]1[N:9]=[C:10]([CH3:14])[N:11]([NH2:13])[CH:12]=1.C(O)(=O)C.[CH:19](N)=[NH:20].C1(C)C=CC=CC=1. (5) Given the product [F:34][C:35]1([F:40])[CH2:39][CH2:38][N:37]([C:12]2[N:11]=[C:10]([F:22])[C:9]3[O:8][C:5]4[C:4]([C@@:15]5([CH2:19][O:18][C:17]([NH2:20])=[N:16]5)[C:14]=3[CH:13]=2)=[CH:3][C:2]([C:26]2[CH:27]=[N:28][CH:29]=[C:24]([F:23])[CH:25]=2)=[CH:7][CH:6]=4)[CH2:36]1, predict the reactants needed to synthesize it. The reactants are: Br[C:2]1[CH:3]=[C:4]2[C@@:15]3([CH2:19][O:18][C:17]([NH2:20])=[N:16]3)[C:14]3[CH:13]=[C:12](Cl)[N:11]=[C:10]([F:22])[C:9]=3[O:8][C:5]2=[CH:6][CH:7]=1.[F:23][C:24]1[CH:25]=[C:26](B(O)O)[CH:27]=[N:28][CH:29]=1.Cl.[F:34][C:35]1([F:40])[CH2:39][CH2:38][NH:37][CH2:36]1. (6) Given the product [N:1]1([CH:7]2[CH2:12][CH2:11][N:10]([CH2:14][C:15]#[N:16])[CH2:9][CH2:8]2)[CH2:6][CH2:5][CH2:4][CH2:3][CH2:2]1, predict the reactants needed to synthesize it. The reactants are: [N:1]1([CH:7]2[CH2:12][CH2:11][NH:10][CH2:9][CH2:8]2)[CH2:6][CH2:5][CH2:4][CH2:3][CH2:2]1.Br[CH2:14][C:15]#[N:16]. (7) Given the product [C:14]1([C:27]2([C:4](=[O:12])[C:5]3[CH:11]=[CH:10][CH:9]=[CH:8][C:6]=3[NH2:7])[CH:26]=[CH:25][CH:30]=[CH:29][CH2:28]2)[C:23]2[C:18](=[CH:19][CH:20]=[CH:21][CH:22]=2)[CH:17]=[CH:16][CH:15]=1, predict the reactants needed to synthesize it. The reactants are: CON(C)[C:4](=[O:12])[C:5]1[C:6](=[CH:8][CH:9]=[CH:10][CH:11]=1)[NH2:7].[C:14]1(Br)[C:23]2[C:18](=[CH:19][CH:20]=[CH:21][CH:22]=2)[CH:17]=[CH:16][CH:15]=1.[CH3:25][CH2:26][CH2:27][CH2:28][CH2:29][CH3:30].C([Li])CCC.Cl.